From a dataset of Full USPTO retrosynthesis dataset with 1.9M reactions from patents (1976-2016). Predict the reactants needed to synthesize the given product. The reactants are: [CH3:1][C@@H:2]([NH:13][CH2:14][CH2:15][CH2:16][C:17]1[CH:18]=[CH:19][CH:20]=[C:21]([C:23]([F:26])([F:25])[F:24])[CH:22]=1)[C:3]1[CH:4]=[CH:5][CH:6]=[C:7]2[CH:12]=[CH:11][CH:10]=[CH:9][C:8]=12.[ClH:27].O. Given the product [CH3:1][C@@H:2]([NH:13][CH2:14][CH2:15][CH2:16][C:17]1[CH:18]=[CH:19][CH:20]=[C:21]([C:23]([F:24])([F:25])[F:26])[CH:22]=1)[C:3]1[CH:4]=[CH:5][CH:6]=[C:7]2[CH:12]=[CH:11][CH:10]=[CH:9][C:8]=12.[ClH:27], predict the reactants needed to synthesize it.